This data is from Full USPTO retrosynthesis dataset with 1.9M reactions from patents (1976-2016). The task is: Predict the reactants needed to synthesize the given product. (1) Given the product [C:17]1([S:14]([NH:13][C:9]2[CH:8]=[C:7]([CH:5]([OH:6])[CH2:4][NH:24][C:25]([CH3:43])([CH3:42])[CH2:26][CH2:27][N:28]3[C:32]4[CH:33]=[CH:34][C:35]([C:37]([O:39][CH3:40])=[O:38])=[CH:36][C:31]=4[NH:30][C:29]3=[O:41])[CH:12]=[CH:11][CH:10]=2)(=[O:15])=[O:16])[CH:18]=[CH:19][CH:20]=[CH:21][CH:22]=1, predict the reactants needed to synthesize it. The reactants are: C(O[CH:4](O)[C:5]([C:7]1[CH:8]=[C:9]([NH:13][S:14]([C:17]2[CH:22]=[CH:21][CH:20]=[CH:19][CH:18]=2)(=[O:16])=[O:15])[CH:10]=[CH:11][CH:12]=1)=[O:6])C.[NH2:24][C:25]([CH3:43])([CH3:42])[CH2:26][CH2:27][N:28]1[C:32]2[CH:33]=[CH:34][C:35]([C:37]([O:39][CH3:40])=[O:38])=[CH:36][C:31]=2[NH:30][C:29]1=[O:41].C(N(CC)CC)C.[BH4-].[Na+]. (2) Given the product [I:1][C:2]1[CH:3]=[N:4][N:5]([CH:12]2[CH2:27][CH2:26][C:15]3([CH2:18][N:17]([C:19]([O:21][C:22]([CH3:23])([CH3:24])[CH3:25])=[O:20])[CH2:16]3)[CH2:14][CH2:13]2)[CH:6]=1, predict the reactants needed to synthesize it. The reactants are: [I:1][C:2]1[CH:3]=[N:4][NH:5][CH:6]=1.CS(O[CH:12]1[CH2:27][CH2:26][C:15]2([CH2:18][N:17]([C:19]([O:21][C:22]([CH3:25])([CH3:24])[CH3:23])=[O:20])[CH2:16]2)[CH2:14][CH2:13]1)(=O)=O.C([O-])([O-])=O.[Cs+].[Cs+]. (3) Given the product [F:25][C:26]1[CH:43]=[CH:42][CH:41]=[CH:40][C:27]=1[O:28][C:29]1[CH:34]=[C:33]([C:35]([F:36])([F:38])[F:37])[CH:32]=[CH:31][C:30]=1[O:18][C@@H:16]([CH3:17])[CH2:15][CH2:14][S:13][C:10]1[CH:11]=[CH:12][C:7]([O:6][CH2:5][C:4]([OH:3])=[O:24])=[C:8]([CH3:23])[CH:9]=1, predict the reactants needed to synthesize it. The reactants are: C([O:3][C:4](=[O:24])[CH2:5][O:6][C:7]1[CH:12]=[CH:11][C:10]([S:13][CH2:14][CH2:15][C@H:16]([O:18]S(C)(=O)=O)[CH3:17])=[CH:9][C:8]=1[CH3:23])C.[F:25][C:26]1[CH:43]=[CH:42][CH:41]=[CH:40][C:27]=1[O:28][C:29]1[CH:34]=[C:33]([C:35]([F:38])([F:37])[F:36])[CH:32]=[CH:31][C:30]=1O. (4) Given the product [OH:19][N:7]1[C:3](=[O:13])[C:4]2=[CH:12][CH:11]=[CH:10][CH:9]=[C:5]2[C:6]1=[O:8], predict the reactants needed to synthesize it. The reactants are: [OH-].[Na+].[C:3]1(=[O:13])[NH:7][C:6](=[O:8])[C:5]2=[CH:9][CH:10]=[CH:11][CH:12]=[C:4]12.[Na].C(O)(=O)C1C(=CC=CC=1)C(O)=[O:19].Cl. (5) Given the product [CH2:11]([O:18][C@@H:19]1[C@@:23]2([CH2:43][O:44][C@H:20]1[C@H:21]([N:55]1[C:72]3[N:71]=[CH:70][N:69]=[C:59]([NH:60][CH2:61][C:62]4[CH:63]=[CH:64][CH:65]=[CH:66][CH:67]=4)[C:58]=3[N:57]=[CH:56]1)[O:22]2)[CH2:24][O:25][Si:26]([C:39]([CH3:42])([CH3:41])[CH3:40])([C:33]1[CH:34]=[CH:35][CH:36]=[CH:37][CH:38]=1)[C:27]1[CH:28]=[CH:29][CH:30]=[CH:31][CH:32]=1)[C:12]1[CH:17]=[CH:16][CH:15]=[CH:14][CH:13]=1, predict the reactants needed to synthesize it. The reactants are: C[Si]([N-][Si](C)(C)C)(C)C.[Na+].[CH2:11]([O:18][C@@H:19]1[C@@:23]([CH2:43][O:44]S(C2C=CC(C)=CC=2)(=O)=O)([CH2:24][O:25][Si:26]([C:39]([CH3:42])([CH3:41])[CH3:40])([C:33]2[CH:38]=[CH:37][CH:36]=[CH:35][CH:34]=2)[C:27]2[CH:32]=[CH:31][CH:30]=[CH:29][CH:28]=2)[O:22][C@@H:21]([N:55]2[C:72]3[N:71]=[CH:70][N:69]=[C:59]([NH:60][C:61](=O)[C:62]4[CH:67]=[CH:66][CH:65]=[CH:64][CH:63]=4)[C:58]=3[N:57]=[CH:56]2)[C@@H:20]1O)[C:12]1[CH:17]=[CH:16][CH:15]=[CH:14][CH:13]=1.C(=O)(O)[O-].[Na+]. (6) Given the product [F:20][CH:10]1[CH:11]([CH2:14][C:15]([O:17][CH2:18][CH3:19])=[O:16])[CH2:12][CH2:13][NH:8][CH2:9]1, predict the reactants needed to synthesize it. The reactants are: C(OC([N:8]1[CH2:13][CH2:12][CH:11]([CH2:14][C:15]([O:17][CH2:18][CH3:19])=[O:16])[CH:10]([F:20])[CH2:9]1)=O)(C)(C)C.C(O)(C(F)(F)F)=O.